Dataset: Catalyst prediction with 721,799 reactions and 888 catalyst types from USPTO. Task: Predict which catalyst facilitates the given reaction. (1) Reactant: [CH2:1]([N:3]1[C:7]([CH:8]=[CH:9][C:10]2[C:19]([CH3:20])=[N:18][C:17]3[C:12](=[CH:13][CH:14]=[CH:15][CH:16]=3)[N:11]=2)=[N:6][C:5]([N:21]2[CH2:25][CH2:24][CH2:23][CH2:22]2)=[N:4]1)[CH3:2].[H][H]. Product: [CH2:1]([N:3]1[C:7]([CH2:8][CH2:9][C:10]2[C:19]([CH3:20])=[N:18][C:17]3[C:12](=[CH:13][CH:14]=[CH:15][CH:16]=3)[N:11]=2)=[N:6][C:5]([N:21]2[CH2:22][CH2:23][CH2:24][CH2:25]2)=[N:4]1)[CH3:2]. The catalyst class is: 78. (2) Reactant: [NH3:1].C[O:3][C:4]([C@@H:6]1[O:10][C:9](=[O:11])[N:8]([C:12]2[CH:13]=[C:14]3[C:18](=[CH:19][CH:20]=2)[N:17]([CH2:21][CH2:22][F:23])[C:16](=[O:24])[CH2:15]3)[CH2:7]1)=O. Product: [F:23][CH2:22][CH2:21][N:17]1[C:18]2[C:14](=[CH:13][C:12]([N:8]3[CH2:7][C@H:6]([C:4]([NH2:1])=[O:3])[O:10][C:9]3=[O:11])=[CH:20][CH:19]=2)[CH2:15][C:16]1=[O:24]. The catalyst class is: 5.